This data is from Full USPTO retrosynthesis dataset with 1.9M reactions from patents (1976-2016). The task is: Predict the reactants needed to synthesize the given product. (1) The reactants are: Cl.[NH2:2][C@@H:3]([C:5]1[C:10]([F:11])=[CH:9][C:8]([NH:12][S:13]([CH3:16])(=[O:15])=[O:14])=[C:7]([CH3:17])[CH:6]=1)[CH3:4].F[P-](F)(F)(F)(F)F.C[N+](C)=C(N(C)C)ON1C2N=CC=CC=2N=N1.[OH:42][C:43]([C:46]1[CH:55]=[CH:54][C:53]2[CH2:52][CH:51]([C:56](O)=[O:57])[CH2:50][CH2:49][C:48]=2[N:47]=1)([CH3:45])[CH3:44].C(N(CC)C(C)C)(C)C. Given the product [F:11][C:10]1[CH:9]=[C:8]([NH:12][S:13]([CH3:16])(=[O:15])=[O:14])[C:7]([CH3:17])=[CH:6][C:5]=1[C@H:3]([NH:2][C:56]([CH:51]1[CH2:50][CH2:49][C:48]2[N:47]=[C:46]([C:43]([OH:42])([CH3:44])[CH3:45])[CH:55]=[CH:54][C:53]=2[CH2:52]1)=[O:57])[CH3:4], predict the reactants needed to synthesize it. (2) Given the product [ClH:3].[NH2:12][C@@H:13]1[CH2:14][CH2:15][C@H:16]([CH2:19][CH2:20][C:21]([O:23][CH3:24])=[O:22])[CH2:17][CH2:18]1, predict the reactants needed to synthesize it. The reactants are: S(Cl)([Cl:3])=O.C(OC([NH:12][C@@H:13]1[CH2:18][CH2:17][C@H:16]([CH2:19][CH2:20][C:21]([OH:23])=[O:22])[CH2:15][CH2:14]1)=O)(C)(C)C.[CH3:24]O. (3) Given the product [CH2:9]([O:11][C:12](=[O:21])[CH:13]([C:14]1[CH:19]=[CH:18][C:17]([Cl:20])=[CH:16][CH:15]=1)[CH2:23][CH:24]1[CH2:2][CH2:1][CH2:26][CH2:25]1)[CH3:10], predict the reactants needed to synthesize it. The reactants are: [CH:1]([N-]C(C)C)(C)[CH3:2].[Li+].[CH2:9]([O:11][C:12](=[O:21])[CH2:13][C:14]1[CH:19]=[CH:18][C:17]([Cl:20])=[CH:16][CH:15]=1)[CH3:10].O1[CH2:26][CH2:25][CH2:24][CH2:23]1.CN(C)P(N(C)C)(N(C)C)=O.